From a dataset of Full USPTO retrosynthesis dataset with 1.9M reactions from patents (1976-2016). Predict the reactants needed to synthesize the given product. Given the product [C:1]([C:3]1[CH:4]=[C:5]([C:22]2[S:26][C:25]([C:27]([O:29][CH3:30])=[O:28])=[CH:24][CH:23]=2)[CH:6]=[C:7]([F:17])[C:8]=1[O:9][CH2:10][C:11]1[CH:16]=[CH:15][CH:14]=[CH:13][CH:12]=1)#[N:2], predict the reactants needed to synthesize it. The reactants are: [C:1]([C:3]1[CH:4]=[C:5](B(O)O)[CH:6]=[C:7]([F:17])[C:8]=1[O:9][CH2:10][C:11]1[CH:16]=[CH:15][CH:14]=[CH:13][CH:12]=1)#[N:2].Br[C:22]1[S:26][C:25]([C:27]([O:29][CH3:30])=[O:28])=[CH:24][CH:23]=1.C(=O)([O-])[O-].[Na+].[Na+].